Regression. Given a peptide amino acid sequence and an MHC pseudo amino acid sequence, predict their binding affinity value. This is MHC class II binding data. From a dataset of Peptide-MHC class II binding affinity with 134,281 pairs from IEDB. (1) The peptide sequence is FGHDGTVWAQSADFP. The MHC is DRB1_0802 with pseudo-sequence DRB1_0802. The binding affinity (normalized) is 0.0541. (2) The peptide sequence is FTVNQTSRLLMRRMR. The MHC is DRB5_0101 with pseudo-sequence DRB5_0101. The binding affinity (normalized) is 0.872. (3) The peptide sequence is WGAIWRIDTPEVLKG. The MHC is DRB1_1302 with pseudo-sequence DRB1_1302. The binding affinity (normalized) is 0.798. (4) The peptide sequence is RVDGLELKKLGEVSW. The MHC is DRB3_0101 with pseudo-sequence DRB3_0101. The binding affinity (normalized) is 0.196. (5) The peptide sequence is PPFSRVVHLYRNGKD. The MHC is HLA-DQA10301-DQB10302 with pseudo-sequence HLA-DQA10301-DQB10302. The binding affinity (normalized) is 0. (6) The peptide sequence is GLHFHEMNNGGDAMY. The binding affinity (normalized) is 0.152. The MHC is DRB1_1301 with pseudo-sequence DRB1_1301.